This data is from Reaction yield outcomes from USPTO patents with 853,638 reactions. The task is: Predict the reaction yield, written as a fraction of the theoretical maximum amount of product (1.0 means a 100% yield; for example, 0.34 means a 34% yield). (1) The reactants are [F:1][C:2]1[CH:3]=[C:4]([CH:12]([C:15]2[CH:20]=[CH:19][C:18]([F:21])=[CH:17][CH:16]=2)[C:13]#[N:14])[CH:5]=[C:6]([C:8]([F:11])([F:10])[F:9])[CH:7]=1.[CH2:22](Br)[C:23]1[CH:28]=[CH:27][CH:26]=[CH:25][CH:24]=1.[OH-].[K+].O. The catalyst is C1(C)C=CC=CC=1.[Br-].C([N+](CCCC)(CCCC)CCCC)CCC. The product is [F:1][C:2]1[CH:3]=[C:4]([C:12]([C:15]2[CH:16]=[CH:17][C:18]([F:21])=[CH:19][CH:20]=2)([CH2:22][C:23]2[CH:28]=[CH:27][CH:26]=[CH:25][CH:24]=2)[C:13]#[N:14])[CH:5]=[C:6]([C:8]([F:10])([F:11])[F:9])[CH:7]=1. The yield is 0.590. (2) The reactants are [CH3:1][C:2]1([CH3:28])[CH2:7][CH2:6][C:5]([C:8]2[CH:13]=[C:12]([C:14](O)([CH3:16])[CH3:15])[CH:11]=[CH:10][C:9]=2[NH:18][C:19]([C:21]2[NH:22][CH:23]=[C:24]([C:26]#[N:27])[N:25]=2)=[O:20])=[CH:4][CH2:3]1.[NH2:29][C:30]1[CH:35]=[CH:34][CH:33]=[CH:32][N:31]=1.C(O)(C(F)(F)F)=O. The catalyst is C(Cl)Cl. The product is [CH3:1][C:2]1([CH3:28])[CH2:7][CH2:6][C:5]([C:8]2[CH:13]=[C:12]([C:14]([CH3:16])([NH:29][C:30]3[CH:35]=[CH:34][CH:33]=[CH:32][N:31]=3)[CH3:15])[CH:11]=[CH:10][C:9]=2[NH:18][C:19]([C:21]2[NH:22][CH:23]=[C:24]([C:26]#[N:27])[N:25]=2)=[O:20])=[CH:4][CH2:3]1. The yield is 0.0200. (3) The reactants are C[Si](C)(C)[N:3]1[CH2:7][C@H:6]([O:8][Si:9]([CH3:12])([CH3:11])[CH3:10])[CH2:5][C@H:4]1[C:13]([O:15][Si:16]([CH3:19])([CH3:18])[CH3:17])=[O:14].[Cl:22][CH2:23][C:24](F)=[O:25].[Si](F)(C)(C)C. The catalyst is ClCCl. The product is [Cl:22][CH2:23][C:24]([N:3]1[CH2:7][C@H:6]([O:8][Si:9]([CH3:10])([CH3:11])[CH3:12])[CH2:5][C@H:4]1[C:13]([O:15][Si:16]([CH3:17])([CH3:18])[CH3:19])=[O:14])=[O:25]. The yield is 0.950. (4) The reactants are [CH3:1][O:2][CH:3]([O:19][CH3:20])[CH2:4][CH2:5][CH2:6][CH2:7][S:8][CH2:9][CH2:10][CH2:11][C:12]([F:18])([F:17])[C:13]([F:16])([F:15])[F:14].I([O-])(=O)(=O)=[O:22].[Na+].CCCCCC.C(OCC)(=O)C. The product is [CH3:20][O:19][CH:3]([O:2][CH3:1])[CH2:4][CH2:5][CH2:6][CH2:7][S:8]([CH2:9][CH2:10][CH2:11][C:12]([F:17])([F:18])[C:13]([F:16])([F:14])[F:15])=[O:22]. The yield is 0.760. The catalyst is CO.O. (5) The reactants are Cl[C:2]1[N:9]=[CH:8][C:7]([F:10])=[CH:6][C:3]=1[C:4]#[N:5].[NH:11]1[CH2:15][CH2:14][CH2:13][CH2:12]1. No catalyst specified. The product is [F:10][C:7]1[CH:8]=[N:9][C:2]([N:11]2[CH2:15][CH2:14][CH2:13][CH2:12]2)=[C:3]([CH:6]=1)[C:4]#[N:5]. The yield is 0.900.